This data is from Experimentally validated miRNA-target interactions with 360,000+ pairs, plus equal number of negative samples. The task is: Binary Classification. Given a miRNA mature sequence and a target amino acid sequence, predict their likelihood of interaction. The miRNA is hsa-miR-4513 with sequence AGACUGACGGCUGGAGGCCCAU. The protein sequence of the target gene is MEIAPQEAPPVPGADGDIEEAPAEAGSPSPASPPADGRLKAAAKRVTFPSDEDIVSGAVEPKDPWRHAQNVTVDEVIGAYKQACQKLNCRQIPKLLRQLQEFTDLGHRLDCLDLKGEKLDYKTCEALEEVFKRLQFKVVDLEQTNLDEDGASALFDMIEYYESATHLNISFNKHIGTRGWQAAAHMMRKTSCLQYLDARNTPLLDHSAPFVARALRIRSSLAVLHLENASLSGRPLMLLATALKMNMNLRELYLADNKLNGLQDSAQLGNLLKFNCSLQILDLRNNHVLDSGLAYICEGL.... Result: 0 (no interaction).